This data is from Full USPTO retrosynthesis dataset with 1.9M reactions from patents (1976-2016). The task is: Predict the reactants needed to synthesize the given product. (1) Given the product [NH3:3].[Cl:45][C:46]1[CH:54]=[CH:53][C:49]([C:50]([NH:13][CH2:14][CH2:15][CH2:16][CH2:17][CH2:18][CH2:19][CH2:20][CH2:21][CH2:22][N:23]2[CH2:28][CH2:27][CH:26]([O:29][C:30](=[O:44])[NH:31][C:32]3[CH:37]=[CH:36][CH:35]=[CH:34][C:33]=3[C:38]3[CH:43]=[CH:42][CH:41]=[CH:40][CH:39]=3)[CH2:25][CH2:24]2)=[O:51])=[CH:48][C:47]=1[OH:55], predict the reactants needed to synthesize it. The reactants are: Cl.C[N:3](C)CCCN=C=NCC.[NH2:13][CH2:14][CH2:15][CH2:16][CH2:17][CH2:18][CH2:19][CH2:20][CH2:21][CH2:22][N:23]1[CH2:28][CH2:27][CH:26]([O:29][C:30](=[O:44])[NH:31][C:32]2[CH:37]=[CH:36][CH:35]=[CH:34][C:33]=2[C:38]2[CH:43]=[CH:42][CH:41]=[CH:40][CH:39]=2)[CH2:25][CH2:24]1.[Cl:45][C:46]1[CH:54]=[CH:53][C:49]([C:50](O)=[O:51])=[CH:48][C:47]=1[OH:55].O.ON1C2C=CC=CC=2N=N1. (2) Given the product [Cl:17][C:18]1[C:19]2[C:20](=[N:24][N:25]([CH2:2][C:3]3[CH:16]=[CH:15][C:6]([CH2:7][N:8]4[C:12]([CH3:13])=[CH:11][C:10]([CH3:14])=[N:9]4)=[CH:5][CH:4]=3)[CH:26]=2)[N:21]=[CH:22][N:23]=1, predict the reactants needed to synthesize it. The reactants are: Br[CH2:2][C:3]1[CH:16]=[CH:15][C:6]([CH2:7][N:8]2[C:12]([CH3:13])=[CH:11][C:10]([CH3:14])=[N:9]2)=[CH:5][CH:4]=1.[Cl:17][C:18]1[C:19]2[C:20](=[N:24][NH:25][CH:26]=2)[N:21]=[CH:22][N:23]=1.[K].[I-].[Na+]. (3) Given the product [Cl:1][C:2]1[C:11]([CH2:12][C:13]([F:16])([F:15])[F:14])=[C:10]([O:17][CH3:18])[C:9]2[C:4](=[CH:5][CH:6]=[C:7]([C:19]([C:21]3[N:25]([CH3:26])[C:24]([CH3:27])=[N:23][CH:22]=3)=[O:20])[CH:8]=2)[N:3]=1, predict the reactants needed to synthesize it. The reactants are: [Cl:1][C:2]1[C:11]([CH2:12][C:13]([F:16])([F:15])[F:14])=[C:10]([O:17][CH3:18])[C:9]2[C:4](=[CH:5][CH:6]=[C:7]([CH:19]([C:21]3[N:25]([CH3:26])[C:24]([CH3:27])=[N:23][CH:22]=3)[OH:20])[CH:8]=2)[N:3]=1. (4) Given the product [CH:24]1([C:27]2[CH:43]=[CH:42][C:30]([CH2:31][O:32][C:33]3[CH:38]=[CH:37][C:36]([CH:21]4[CH2:22][N:19]([C:12]([O:14][C:15]([CH3:18])([CH3:17])[CH3:16])=[O:13])[CH2:20]4)=[CH:35][C:34]=3[O:40][CH3:41])=[CH:29][CH:28]=2)[CH2:25][CH2:26]1, predict the reactants needed to synthesize it. The reactants are: [Cl-].[Li+].BrC(Br)C.Cl[Si](C)(C)C.[C:12]([N:19]1[CH2:22][CH:21](I)[CH2:20]1)([O:14][C:15]([CH3:18])([CH3:17])[CH3:16])=[O:13].[CH:24]1([C:27]2[CH:43]=[CH:42][C:30]([CH2:31][O:32][C:33]3[CH:38]=[CH:37][C:36](I)=[CH:35][C:34]=3[O:40][CH3:41])=[CH:29][CH:28]=2)[CH2:26][CH2:25]1. (5) The reactants are: [Cl:1]Cl.[Cl:3][CH2:4][C:5]([Cl:9])([Cl:8])[CH2:6][Cl:7].N(C(C)(C)C(OC)=O)=NC(C)(C)C(OC)=O.[C:26]([Cl:30])([Cl:29])(Cl)[Cl:27]. Given the product [Cl:3][CH:4]([Cl:27])[C:5]([Cl:9])([Cl:8])[CH2:6][Cl:7].[Cl:8][CH:5]([Cl:9])[C:6]([Cl:1])([Cl:7])[CH:26]([Cl:30])[Cl:29], predict the reactants needed to synthesize it. (6) Given the product [Cl:45][C:22]1[CH:24]=[C:25]([F:41])[C:26]([N:28]2[C:33](=[O:34])[CH:32]=[C:31]([C:35]([F:38])([F:37])[F:36])[N:30]([CH3:39])[C:29]2=[O:40])=[CH:27][C:21]=1[O:20][C:19]1[CH:18]=[C:17]([CH:44]=[CH:43][CH:42]=1)[O:16][CH2:9][C:10]1[CH:15]=[CH:14][CH:13]=[CH:12][CH:11]=1, predict the reactants needed to synthesize it. The reactants are: N(OCCC(C)C)=O.[CH2:9]([O:16][C:17]1[CH:18]=[C:19]([CH:42]=[CH:43][CH:44]=1)[O:20][C:21]1[CH:27]=[C:26]([N:28]2[C:33](=[O:34])[CH:32]=[C:31]([C:35]([F:38])([F:37])[F:36])[N:30]([CH3:39])[C:29]2=[O:40])[C:25]([F:41])=[CH:24][C:22]=1N)[C:10]1[CH:15]=[CH:14][CH:13]=[CH:12][CH:11]=1.[ClH:45].